The task is: Predict the reaction yield, written as a fraction of the theoretical maximum amount of product (1.0 means a 100% yield; for example, 0.34 means a 34% yield).. This data is from Reaction yield outcomes from USPTO patents with 853,638 reactions. (1) The reactants are [CH2:1]([N:8]1[CH2:13][CH2:12][C:11](=O)[CH2:10][CH2:9]1)[C:2]1[CH:7]=[CH:6][CH:5]=[CH:4][CH:3]=1.[C:15]([BH3-])#[N:16].[Na+].[CH3:19][NH:20][CH2:21][CH2:22][NH:23][CH3:24].[C:25](O)(=O)[CH3:26].C(=O)([O-])[O-].[K+].[K+].C(=O)([O-])O.[Na+]. The catalyst is CO. The product is [CH2:1]([N:8]1[CH2:13][CH2:12][CH:11]([N:20]([CH3:19])[CH2:21][CH2:22][N:23]([CH:11]2[CH2:12][CH2:13][N:16]([CH2:15][C:26]3[CH:25]=[CH:4][CH:3]=[CH:2][CH:1]=3)[CH2:9][CH2:10]2)[CH3:24])[CH2:10][CH2:9]1)[C:2]1[CH:7]=[CH:6][CH:5]=[CH:4][CH:3]=1. The yield is 0.250. (2) The reactants are B1([C:10]2[CH:15]=[CH:14][CH:13]=[C:12]([S:16]([NH2:19])(=[O:18])=[O:17])[CH:11]=2)OC(C)(C)C(C)(C)O1.I[C:21]1[C:29]2[C:24](=[N:25][CH:26]=[N:27][C:28]=2[NH2:30])[N:23]([CH:31]([CH3:33])[CH3:32])[N:22]=1.C([O-])([O-])=O.[Na+].[Na+]. The catalyst is CCO.COCCOC.C1C=CC([P]([Pd]([P](C2C=CC=CC=2)(C2C=CC=CC=2)C2C=CC=CC=2)([P](C2C=CC=CC=2)(C2C=CC=CC=2)C2C=CC=CC=2)[P](C2C=CC=CC=2)(C2C=CC=CC=2)C2C=CC=CC=2)(C2C=CC=CC=2)C2C=CC=CC=2)=CC=1. The product is [NH2:30][C:28]1[N:27]=[CH:26][N:25]=[C:24]2[N:23]([CH:31]([CH3:33])[CH3:32])[N:22]=[C:21]([C:10]3[CH:11]=[C:12]([S:16]([NH2:19])(=[O:17])=[O:18])[CH:13]=[CH:14][CH:15]=3)[C:29]=12. The yield is 0.280. (3) The reactants are [CH:1]1[C:13]2[CH:12]([CH2:14][O:15][C:16]([NH:18][NH2:19])=[O:17])[C:11]3[C:6](=[CH:7][CH:8]=[CH:9][CH:10]=3)[C:5]=2[CH:4]=[CH:3][CH:2]=1.[C:20]([O-])(O)=[O:21].[Na+].C(Cl)(Cl)=O. The catalyst is C(Cl)Cl.O. The yield is 0.830. The product is [CH:10]1[C:11]2[CH:12]([CH2:14][O:15][C:16]3[O:17][C:20](=[O:21])[NH:19][N:18]=3)[C:13]3[C:5](=[CH:4][CH:3]=[CH:2][CH:1]=3)[C:6]=2[CH:7]=[CH:8][CH:9]=1. (4) The reactants are C(OC([N:8]([OH:26])[C:9]1([CH2:18][C:19]2[CH:24]=[CH:23][CH:22]=[CH:21][C:20]=2[Cl:25])[C:14](=[O:15])[NH:13][C:12](=[O:16])[NH:11][C:10]1=[O:17])=O)(C)(C)C. The catalyst is C(O)C.Cl. The product is [OH:26][NH:8][C:9]1([CH2:18][C:19]2[CH:24]=[CH:23][CH:22]=[CH:21][C:20]=2[Cl:25])[C:14](=[O:15])[NH:13][C:12](=[O:16])[NH:11][C:10]1=[O:17]. The yield is 0.610. (5) The product is [CH3:34][O:33][C:31]1[CH:30]=[C:29]([C:35]2([CH:40]=[CH:5][CH2:1][CH2:2][CH2:3][CH3:4])[CH2:36][CH2:37][CH2:38][CH2:39]2)[CH:28]=[C:27]([O:26][CH3:25])[CH:32]=1. The yield is 0.960. The reactants are [CH2:1]([CH:5]=P(C1C=CC=CC=1)(C1C=CC=CC=1)C1C=CC=CC=1)[CH2:2][CH2:3][CH3:4].[CH3:25][O:26][C:27]1[CH:28]=[C:29]([C:35]2([CH:40]=O)[CH2:39][CH2:38][CH2:37][CH2:36]2)[CH:30]=[C:31]([O:33][CH3:34])[CH:32]=1. The catalyst is C1COCC1. (6) The reactants are Cl[C:2]1[CH:7]=[C:6]([Cl:8])[N:5]=[CH:4][N:3]=1.CCN(C(C)C)C(C)C.[N:18]1[CH:23]=[CH:22][CH:21]=[CH:20][C:19]=1[CH2:24][NH2:25].O. The catalyst is CC(O)C. The product is [Cl:8][C:6]1[N:5]=[CH:4][N:3]=[C:2]([NH:25][CH2:24][C:19]2[CH:20]=[CH:21][CH:22]=[CH:23][N:18]=2)[CH:7]=1. The yield is 0.780. (7) The reactants are [Cl:1][C:2]1[CH:3]=[C:4]([C:9]2[N:13]=[C:12]([NH2:14])[NH:11][N:10]=2)[CH:5]=[CH:6][C:7]=1[Cl:8].[NH:15]1[C:19]2[CH:20]=[CH:21][C:22]([C:24](=O)[CH2:25][C:26](OCC)=[O:27])=[CH:23][C:18]=2[N:17]=[N:16]1.CC1C=CC(S(O)(=O)=O)=CC=1. The catalyst is CCCCO. The product is [NH:15]1[C:19]2[CH:20]=[CH:21][C:22]([C:24]3[NH:14][C:12]4[N:11]([N:10]=[C:9]([C:4]5[CH:5]=[CH:6][C:7]([Cl:8])=[C:2]([Cl:1])[CH:3]=5)[N:13]=4)[C:26](=[O:27])[CH:25]=3)=[CH:23][C:18]=2[N:17]=[N:16]1. The yield is 0.400. (8) The reactants are Br[C:2]1[CH:3]=[C:4]2[C:9](=[CH:10][CH:11]=1)[N:8]=[CH:7][N:6]([C:12](=[O:16])[CH2:13][CH2:14][OH:15])[C:5]2=[O:17].[Cl:18][C:19]1[CH:24]=[CH:23][CH:22]=[C:21]([O:25][CH3:26])[C:20]=1B(O)O.C(=O)([O-])[O-].[K+].[K+].C1(P(C2C=CC=CC=2)C2C=CC=CC=2)C=CC=CC=1.C(=O)(O)[O-]. The catalyst is CN(C)C(=O)C.C(O)C.O.C1C=CC(/C=C/C(/C=C/C2C=CC=CC=2)=O)=CC=1.C1C=CC(/C=C/C(/C=C/C2C=CC=CC=2)=O)=CC=1.C1C=CC(/C=C/C(/C=C/C2C=CC=CC=2)=O)=CC=1.[Pd].[Pd].C(Cl)Cl. The product is [Cl:18][C:19]1[CH:24]=[CH:23][CH:22]=[C:21]([O:25][CH3:26])[C:20]=1[C:2]1[CH:3]=[C:4]2[C:9](=[CH:10][CH:11]=1)[N:8]=[CH:7][N:6]([C:12](=[O:16])[CH2:13][CH2:14][OH:15])[C:5]2=[O:17]. The yield is 0.243. (9) The reactants are O.[OH-].[Li+].C([O:6][C:7]([C:9]1[C:18]2[CH2:17][C:16]([CH3:20])([CH3:19])[CH2:15][NH:14][C:13](=[O:21])[C:12]=2[S:11][C:10]=1[NH:22][C:23]1[CH:28]=[CH:27][C:26]([I:29])=[CH:25][C:24]=1[Cl:30])=[O:8])C. The catalyst is C1COCC1.O. The product is [Cl:30][C:24]1[CH:25]=[C:26]([I:29])[CH:27]=[CH:28][C:23]=1[NH:22][C:10]1[S:11][C:12]2[C:13](=[O:21])[NH:14][CH2:15][C:16]([CH3:20])([CH3:19])[CH2:17][C:18]=2[C:9]=1[C:7]([OH:8])=[O:6]. The yield is 0.790. (10) The reactants are [CH3:1][CH:2]1[CH2:7][CH2:6][N:5]([C:8]2[C:13]([N+:14]([O-])=O)=[CH:12][CH:11]=[C:10]([N:17]3[CH2:22][CH2:21][N:20]([CH3:23])[CH2:19][CH2:18]3)[N:9]=2)[CH2:4][CH2:3]1.[Cl-].[NH4+].C(=O)(O)[O-].[Na+]. The catalyst is [Fe].CO. The product is [CH3:1][CH:2]1[CH2:3][CH2:4][N:5]([C:8]2[C:13]([NH2:14])=[CH:12][CH:11]=[C:10]([N:17]3[CH2:22][CH2:21][N:20]([CH3:23])[CH2:19][CH2:18]3)[N:9]=2)[CH2:6][CH2:7]1. The yield is 0.870.